Dataset: TCR-epitope binding with 47,182 pairs between 192 epitopes and 23,139 TCRs. Task: Binary Classification. Given a T-cell receptor sequence (or CDR3 region) and an epitope sequence, predict whether binding occurs between them. (1) The epitope is LLDFVRFMGV. The TCR CDR3 sequence is CASSQEVGQRLLNTGELFF. Result: 0 (the TCR does not bind to the epitope). (2) The epitope is KRWIILGLNK. The TCR CDR3 sequence is CASSIDKLNTEAFF. Result: 0 (the TCR does not bind to the epitope). (3) Result: 1 (the TCR binds to the epitope). The epitope is VTEHDTLLY. The TCR CDR3 sequence is CASSLAGAGNEQFF. (4) The epitope is KAFSPEVIPMF. The TCR CDR3 sequence is CASSVLRGRNEPFF. Result: 0 (the TCR does not bind to the epitope).